From a dataset of HIV replication inhibition screening data with 41,000+ compounds from the AIDS Antiviral Screen. Binary Classification. Given a drug SMILES string, predict its activity (active/inactive) in a high-throughput screening assay against a specified biological target. (1) The molecule is CCCCCOCCCCCCCC(=O)OCC1OC(n2cc(C)c(=O)[nH]c2=O)CC1N=[N+]=[N-]. The result is 1 (active). (2) The compound is Cc1ccc(C2NC(=S)N3C(c4ccc(C)cc4)NC(=S)N23)cc1. The result is 0 (inactive). (3) The compound is COc1cc(COC(=O)N2CCCCC2C(=O)O)c([N+](=O)[O-])cc1OC. The result is 0 (inactive). (4) The compound is CCCCCCCCCCCCOP(=O)(O)OP(=O)(O)OCC1OC(n2cc(C)c(=O)[nH]c2=O)CC1O.[NaH]. The result is 0 (inactive). (5) The molecule is CCOC(=O)C(=CNc1ccc(F)c(F)c1)C(=O)OCC. The result is 0 (inactive).